This data is from Reaction yield outcomes from USPTO patents with 853,638 reactions. The task is: Predict the reaction yield, written as a fraction of the theoretical maximum amount of product (1.0 means a 100% yield; for example, 0.34 means a 34% yield). (1) The reactants are C1CO[C:8]2[CH:7]=[CH:6][C:5]([NH:11][C:12]3[C:17]([F:18])=[CH:16][N:15]=[C:14]([NH:19][C:20]4[CH:25]=[CH:24][CH:23]=[C:22](O)C=4)[N:13]=3)=[CH:4][C:3]=2[O:2]1.Cl[C:28]1N=C(NC2C=CC=C(O)C=2)C(F)=C[N:29]=1.N1C=CC=C(CN)C=1. No catalyst specified. The product is [F:18][C:17]1[C:12]([NH:11][C:5]2[CH:6]=[CH:7][CH:8]=[C:3]([OH:2])[CH:4]=2)=[N:13][C:14]([NH:19][CH2:20][C:25]2[CH:28]=[N:29][CH:22]=[CH:23][CH:24]=2)=[N:15][CH:16]=1. The yield is 0.620. (2) The reactants are [Cl:1][C:2]1[CH:6]=[N:5][N:4]([CH3:7])[C:3]=1[C:8]1[CH:9]=[C:10]([NH2:16])[CH:11]=[CH:12][C:13]=1[O:14][CH3:15].[F:17][C:18]1[CH:19]=[C:20]([N:25]=[C:26]=[O:27])[CH:21]=[CH:22][C:23]=1[F:24]. No catalyst specified. The product is [Cl:1][C:2]1[CH:6]=[N:5][N:4]([CH3:7])[C:3]=1[C:8]1[CH:9]=[C:10]([NH:16][C:26]([NH:25][C:20]2[CH:21]=[CH:22][C:23]([F:24])=[C:18]([F:17])[CH:19]=2)=[O:27])[CH:11]=[CH:12][C:13]=1[O:14][CH3:15]. The yield is 0.340. (3) The product is [N:31]([CH2:7][CH2:8][O:9][CH2:10][CH2:11][NH:12][C:13]1[N:14]=[N+:15]([O-:23])[C:16]2[CH:22]=[CH:21][CH:20]=[CH:19][C:17]=2[N:18]=1)=[N+:32]=[N-:33]. The yield is 0.890. The reactants are CS(Cl)(=O)=O.O[CH2:7][CH2:8][O:9][CH2:10][CH2:11][NH:12][C:13]1[N:14]=[N+:15]([O-:23])[C:16]2[CH:22]=[CH:21][CH:20]=[CH:19][C:17]=2[N:18]=1.CCN(CC)CC.[N-:31]=[N+:32]=[N-:33].[Na+]. The catalyst is C(Cl)Cl. (4) The reactants are [CH3:1][C:2]1[C:7]([C:8]2[CH:13]=[CH:12][N:11]=[C:10]([S:14][CH3:15])[N:9]=2)=[CH:6][N:5]=[C:4]([NH2:16])[N:3]=1.C1C=C(Cl)C=C(C(OO)=[O:25])C=1. The catalyst is C(Cl)Cl.O. The product is [CH3:15][S:14]([C:10]1[N:9]=[C:8]([C:7]2[C:2]([CH3:1])=[N:3][C:4]([NH2:16])=[N:5][CH:6]=2)[CH:13]=[CH:12][N:11]=1)=[O:25]. The yield is 0.170.